Task: Predict the reactants needed to synthesize the given product.. Dataset: Full USPTO retrosynthesis dataset with 1.9M reactions from patents (1976-2016) (1) Given the product [CH:39]1([C@H:32]([NH:31][C:4]2[N:3]=[CH:2][N:10]=[C:9]3[C:5]=2[N:6]([CH2:20][C:21]2[CH:26]=[CH:25][C:24]([C:27]([F:29])([F:30])[F:28])=[CH:23][CH:22]=2)[C:7]([C:11]2[CH:16]=[C:15]([CH:17]([CH3:19])[CH3:18])[CH:14]=[CH:13][N:12]=2)=[N:8]3)[CH2:33][CH2:34][C:35]([O:37][CH3:38])=[O:36])[CH2:42][CH2:41][CH2:40]1, predict the reactants needed to synthesize it. The reactants are: Cl[C:2]1[N:10]=[C:9]2[C:5]([N:6]([CH2:20][C:21]3[CH:26]=[CH:25][C:24]([C:27]([F:30])([F:29])[F:28])=[CH:23][CH:22]=3)[C:7]([C:11]3[CH:16]=[C:15]([CH:17]([CH3:19])[CH3:18])[CH:14]=[CH:13][N:12]=3)=[N:8]2)=[C:4]([NH:31][C@@H:32]([CH:39]2[CH2:42][CH2:41][CH2:40]2)[CH2:33][CH2:34][C:35]([O:37][CH3:38])=[O:36])[N:3]=1.C([O-])(=O)C.[Na+]. (2) The reactants are: [CH3:1][C:2]1[CH:13]=[CH:12][C:5]2[NH:6][C:7](=[O:11])[O:8][C:9](=[O:10])[C:4]=2[CH:3]=1.[H-].[Na+].F[C:17]1[CH:24]=[CH:23][C:20]([CH2:21]Br)=[CH:19][CH:18]=1. Given the product [CH2:21]([N:6]1[C:5]2[CH:12]=[CH:13][C:2]([CH3:1])=[CH:3][C:4]=2[C:9](=[O:10])[O:8][C:7]1=[O:11])[C:20]1[CH:23]=[CH:24][CH:17]=[CH:18][CH:19]=1, predict the reactants needed to synthesize it.